Dataset: Forward reaction prediction with 1.9M reactions from USPTO patents (1976-2016). Task: Predict the product of the given reaction. (1) Given the reactants [CH:1]([O:4][C:5]1[CH:10]=[C:9]([C:11]2[N:15]=[CH:14][NH:13][N:12]=2)[CH:8]=[C:7]([C:16]([F:19])([F:18])[F:17])[N:6]=1)([CH3:3])[CH3:2].[OH-:20].[Na+], predict the reaction product. The product is: [CH:1]([O:4][C:5]1[CH:10]=[C:9]([C:11]2[N:15]=[CH:14][N:13](/[CH:9]=[CH:10]\[C:5]([O:4][CH:1]([CH3:3])[CH3:2])=[O:20])[N:12]=2)[CH:8]=[C:7]([C:16]([F:18])([F:17])[F:19])[N:6]=1)([CH3:3])[CH3:2]. (2) Given the reactants [CH:1]1([C:4]2[CH:5]=[C:6]([N:13]3[C:17](=[O:18])[N:16]([CH3:19])[N:15]=[N:14]3)[CH:7]=[C:8]([N+:10]([O-])=O)[CH:9]=2)[CH2:3][CH2:2]1.O.O.Cl[Sn]Cl.Cl, predict the reaction product. The product is: [NH2:10][C:8]1[CH:9]=[C:4]([CH:1]2[CH2:2][CH2:3]2)[CH:5]=[C:6]([N:13]2[C:17](=[O:18])[N:16]([CH3:19])[N:15]=[N:14]2)[CH:7]=1.